Dataset: NCI-60 drug combinations with 297,098 pairs across 59 cell lines. Task: Regression. Given two drug SMILES strings and cell line genomic features, predict the synergy score measuring deviation from expected non-interaction effect. (1) Drug 1: CS(=O)(=O)C1=CC(=C(C=C1)C(=O)NC2=CC(=C(C=C2)Cl)C3=CC=CC=N3)Cl. Drug 2: C(CN)CNCCSP(=O)(O)O. Cell line: UACC62. Synergy scores: CSS=0.465, Synergy_ZIP=0.208, Synergy_Bliss=-1.53, Synergy_Loewe=-3.85, Synergy_HSA=-3.41. (2) Drug 1: C1=CN(C=N1)CC(O)(P(=O)(O)O)P(=O)(O)O. Drug 2: CC1=C(N=C(N=C1N)C(CC(=O)N)NCC(C(=O)N)N)C(=O)NC(C(C2=CN=CN2)OC3C(C(C(C(O3)CO)O)O)OC4C(C(C(C(O4)CO)O)OC(=O)N)O)C(=O)NC(C)C(C(C)C(=O)NC(C(C)O)C(=O)NCCC5=NC(=CS5)C6=NC(=CS6)C(=O)NCCC[S+](C)C)O. Cell line: NCIH23. Synergy scores: CSS=29.7, Synergy_ZIP=2.29, Synergy_Bliss=3.48, Synergy_Loewe=-15.8, Synergy_HSA=0.507. (3) Drug 1: C1=CC(=CC=C1C#N)C(C2=CC=C(C=C2)C#N)N3C=NC=N3. Drug 2: CCCCC(=O)OCC(=O)C1(CC(C2=C(C1)C(=C3C(=C2O)C(=O)C4=C(C3=O)C=CC=C4OC)O)OC5CC(C(C(O5)C)O)NC(=O)C(F)(F)F)O. Cell line: SF-268. Synergy scores: CSS=29.5, Synergy_ZIP=0.815, Synergy_Bliss=-1.54, Synergy_Loewe=5.71, Synergy_HSA=1.91. (4) Drug 1: CCCS(=O)(=O)NC1=C(C(=C(C=C1)F)C(=O)C2=CNC3=C2C=C(C=N3)C4=CC=C(C=C4)Cl)F. Drug 2: C(CCl)NC(=O)N(CCCl)N=O. Cell line: NCI-H460. Synergy scores: CSS=2.75, Synergy_ZIP=4.29, Synergy_Bliss=1.73, Synergy_Loewe=1.47, Synergy_HSA=0.0859. (5) Drug 1: C1=CC=C(C(=C1)C(C2=CC=C(C=C2)Cl)C(Cl)Cl)Cl. Drug 2: CCC1(C2=C(COC1=O)C(=O)N3CC4=CC5=C(C=CC(=C5CN(C)C)O)N=C4C3=C2)O.Cl. Cell line: HS 578T. Synergy scores: CSS=13.6, Synergy_ZIP=0.590, Synergy_Bliss=0.445, Synergy_Loewe=-11.5, Synergy_HSA=-1.06. (6) Drug 1: C1=CC(=CC=C1CCCC(=O)O)N(CCCl)CCCl. Drug 2: CC1=C(C(CCC1)(C)C)C=CC(=CC=CC(=CC(=O)O)C)C. Cell line: PC-3. Synergy scores: CSS=8.31, Synergy_ZIP=-6.92, Synergy_Bliss=-7.03, Synergy_Loewe=-5.60, Synergy_HSA=-5.41.